From a dataset of Experimentally validated miRNA-target interactions with 360,000+ pairs, plus equal number of negative samples. Binary Classification. Given a miRNA mature sequence and a target amino acid sequence, predict their likelihood of interaction. (1) The miRNA is hsa-miR-345-3p with sequence GCCCUGAACGAGGGGUCUGGAG. The protein sequence of the target gene is MAAGWLTTWSQNSVTFQEVAVDFSQEEWALLDPAQKNLYKDVMLENFRNLASVGYQLCRHSLISKVDQEQLKTDERGILQGDCADWETQLKPKDTIAMQNIPGGKTSNGINTAENQPGEHSLECNHCGKFRKNTRFICTRYCKGEKCYKYIKYSKVFNHPSTLRSHVSIHIGEKTLEFTDCRKAFNQESSLRKHLRTPTGQKFQEYEQCDMSFSLHSSCSVREQIPTGEKGDECSDYGKISPLSVHTKTGSVEEGLECNEHEKTFTDPLSLQNCVRTHSGEMPYECSDCGKAFIFQSSLK.... Result: 1 (interaction). (2) The miRNA is hsa-miR-6861-5p with sequence ACUGGGUAGGUGGGGCUCCAGG. The protein sequence of the target gene is MGDNITSIREFLLLGFPVGPRIQMLLFGLFSLFYVFTLLGNGTILGLISLDSRLHAPMYFFLSHLAVVDIAYACNTVPRMLVNLLHPAKPISFAGRMMQTFLFSTFAVTECLLLVVMSYDLYVAICHPLRYLAIMTWRVCITLAVTSWTTGVLLSLIHLVLLLPLPFCRPQKIYHFFCEILAVLKLACADTHINENMVLAGAISGLVGPLSTIVVSYMCILCAILQIQSREVQRKAFRTCFSHLCVIGLVYGTAIIMYVGPRYGNPKEQKKYLLLFHSLFNPMLNPLICSLRNSEVKNTL.... Result: 1 (interaction). (3) The miRNA is hsa-miR-5189-3p with sequence UGCCAACCGUCAGAGCCCAGA. The protein sequence of the target gene is MESGSTAASEEARSLRECELYVQKHNIQALLKDSIVQLCTARPERPMAFLREYFERLEKEEAKQIQNLQKAGTRTDSREDEISPPPPNPVVKGRRRRGAISAEVYTEEDAASYVRKVIPKDYKTMAALAKAIEKNVLFSHLDDNERSDIFDAMFSVSFIAGETVIQQGDEGDNFYVIDQGETDVYVNNEWATSVGEGGSFGELALIYGTPRAATVKAKTNVKLWGIDRDSYRRILMGSTLRKRKMYEEFLSKVSILESLDKWERLTVADALEPVQFEDGQKIVVQGEPGDEFFIILEGSA.... Result: 0 (no interaction). (4) The miRNA is hsa-miR-6777-3p with sequence UCCACUCUCCUGGCCCCCAG. The protein sequence of the target gene is MAFVPVIPESYSHVLAEFESLDPLLSALRLDSSRLKCTSIAVSRKWLALGSSGGGLHLIQKEGWKHRLFLSHREGAISQVACCLHDDDYVAVATSQGLVVVWELNQERRGKPEQMYVSSEHKGRRVTALCWDTAILRVFVGDHAGKVSAIKLNTSKQAKAAAAFVMFPVQTITTVDSCVVQLDYLDGRLLISSLTRSFLCDTEREKFWKIGNKERDGEYGACFFPGRCSGGQQPLIYCARPGSRMWEVNFDGEVISTHQFKKLLSLPPLPVITLRSEPQYDHTAGSSQSLSFPKLLHLSE.... Result: 0 (no interaction).